Dataset: Full USPTO retrosynthesis dataset with 1.9M reactions from patents (1976-2016). Task: Predict the reactants needed to synthesize the given product. Given the product [CH2:22]([O:21][Si:14]([O:24][CH2:25][CH3:26])([O:13][CH2:11][CH3:12])[CH2:15][CH2:16][CH2:17][NH:18][C:19](=[O:20])[O:1][CH2:2][C:3]1[C:4](=[O:10])[S:5]/[C:6](=[CH:8]\[Br:9])/[CH:7]=1)[CH3:23], predict the reactants needed to synthesize it. The reactants are: [OH:1][CH2:2][C:3]1[C:4](=[O:10])[S:5]/[C:6](=[CH:8]\[Br:9])/[CH:7]=1.[CH2:11]([O:13][Si:14]([O:24][CH2:25][CH3:26])([O:21][CH2:22][CH3:23])[CH2:15][CH2:16][CH2:17][N:18]=[C:19]=[O:20])[CH3:12].